This data is from Full USPTO retrosynthesis dataset with 1.9M reactions from patents (1976-2016). The task is: Predict the reactants needed to synthesize the given product. (1) Given the product [C:1]([O:4][C@@H:5]([C:7]1[N:12]=[C:11]([N:18]2[CH2:23][CH2:22][NH:21][CH2:20][CH2:19]2)[CH:10]=[CH:9][N:8]=1)[CH3:6])(=[O:3])[CH3:2], predict the reactants needed to synthesize it. The reactants are: [C:1]([O:4][C@@H:5]([C:7]1[N:12]=[C:11](OS(C)(=O)=O)[CH:10]=[CH:9][N:8]=1)[CH3:6])(=[O:3])[CH3:2].[NH:18]1[CH2:23][CH2:22][NH:21][CH2:20][CH2:19]1. (2) Given the product [F:1][C:2]1[CH:7]=[C:6]([CH2:8][C:9]([O:11][CH:19]([CH3:20])[CH3:18])=[O:10])[CH:5]=[CH:4][C:3]=1[C:12]1[CH:13]=[CH:14][CH:15]=[CH:16][CH:17]=1, predict the reactants needed to synthesize it. The reactants are: [F:1][C:2]1[CH:7]=[C:6]([CH2:8][C:9]([OH:11])=[O:10])[CH:5]=[CH:4][C:3]=1[C:12]1[CH:17]=[CH:16][CH:15]=[CH:14][CH:13]=1.[CH3:18][CH:19](O)[CH3:20]. (3) Given the product [NH:41]1[C:2]2[CH:3]=[CH:4][CH:5]=[CH:6][C:7]=2[N:8]=[C:9]1[C:11]1[CH:12]=[C:13]([CH:31]=[CH:32][CH:33]=1)[C:14]([NH:16][CH2:17][CH2:18][CH:19]1[CH2:24][CH2:23][N:22]([C:25]2[CH:30]=[CH:29][N:28]=[CH:27][CH:26]=2)[CH2:21][CH2:20]1)=[O:15], predict the reactants needed to synthesize it. The reactants are: Cl[C:2]1[C:7]2[N:8]=[C:9]([C:11]3[CH:12]=[C:13]([CH:31]=[CH:32][CH:33]=3)[C:14]([NH:16][CH2:17][CH2:18][CH:19]3[CH2:24][CH2:23][N:22]([C:25]4[CH:30]=[CH:29][N:28]=[CH:27][CH:26]=4)[CH2:21][CH2:20]3)=[O:15])S[C:6]=2[CH:5]=[CH:4][CH:3]=1.FC(F)(F)C(O)=O.[N:41]1(C2C=CN=CC=2)CCC(CCN)CC1.N1C2C=CC=CC=2N=C1C1C=C(C=CC=1)C(O)=O.C1(N)C=CC=CC=1N.C(C1C=C(C=CC=1)C(OC)=O)=O. (4) Given the product [Si:19]([O:18][CH2:17][CH2:16][NH:15][C:14]([C:12]1[N:13]=[C:9]([N:7]2[CH2:6][CH:5]([S:4][C:48]3[C@H:49]([CH3:72])[C@@H:50]4[C@@H:67]([C@H:68]([OH:70])[CH3:69])[C:66](=[O:71])[N:51]4[C:52]=3[C:53]([O:55][CH2:56][C:57]3[CH:58]=[CH:59][C:60]([N+:63]([O-:65])=[O:64])=[CH:61][CH:62]=3)=[O:54])[CH2:8]2)[S:10][CH:11]=1)=[O:26])([C:22]([CH3:23])([CH3:24])[CH3:25])([CH3:20])[CH3:21], predict the reactants needed to synthesize it. The reactants are: C([S:4][CH:5]1[CH2:8][N:7]([C:9]2[S:10][CH:11]=[C:12]([C:14](=[O:26])[NH:15][CH2:16][CH2:17][O:18][Si:19]([C:22]([CH3:25])([CH3:24])[CH3:23])([CH3:21])[CH3:20])[N:13]=2)[CH2:6]1)(=O)C.C(O)(=O)C.NN.C1(P(O[C:48]2[C@H:49]([CH3:72])[C@H:50]3[C@@H:67]([C@H:68]([OH:70])[CH3:69])[C:66](=[O:71])[N:51]3[C:52]=2[C:53]([O:55][CH2:56][C:57]2[CH:62]=[CH:61][C:60]([N+:63]([O-:65])=[O:64])=[CH:59][CH:58]=2)=[O:54])(C2C=CC=CC=2)=O)C=CC=CC=1.C(N(C(C)C)CC)(C)C.C(=O)([O-])O.[Na+]. (5) Given the product [CH2:35]([N:10]1[C:9]2[CH:8]=[C:7]([C:6]3[C:2]([CH3:1])=[N:3][O:4][C:5]=3[CH3:28])[CH:19]=[C:18]([C:20]([OH:22])=[O:21])[C:17]=2[C:16]2[C:11]1=[CH:12][CH:13]=[C:14]([S:24]([CH3:27])(=[O:26])=[O:25])[CH:15]=2)[C:36]1[CH:41]=[CH:40][CH:39]=[CH:38][CH:37]=1, predict the reactants needed to synthesize it. The reactants are: [CH3:1][C:2]1[C:6]([C:7]2[CH:19]=[C:18]([C:20]([O:22]C)=[O:21])[C:17]3[C:16]4[C:11](=[CH:12][CH:13]=[C:14]([S:24]([CH3:27])(=[O:26])=[O:25])[CH:15]=4)[NH:10][C:9]=3[CH:8]=2)=[C:5]([CH3:28])[O:4][N:3]=1.C([O-])([O-])=O.[Cs+].[Cs+].[CH2:35](Br)[C:36]1[CH:41]=[CH:40][CH:39]=[CH:38][CH:37]=1.[OH-].[Na+]. (6) The reactants are: [P:1]([O-:6])([O:4][CH3:5])[S:2]C.[C:7]([O:11][C:12]([C:14]1[C:23]2[C:18](=[CH:19][CH:20]=[C:21]([CH2:24]Br)[CH:22]=2)[CH:17]=[CH:16][CH:15]=1)=[O:13])([CH3:10])([CH3:9])[CH3:8].[OH-].[Na+].Cl[CH2:29]Cl. Given the product [C:7]([O:11][C:12]([C:14]1[C:23]2[C:18](=[CH:19][CH:20]=[C:21]([CH2:24][P:1]([O:6][CH3:29])([O:4][CH3:5])=[S:2])[CH:22]=2)[CH:17]=[CH:16][CH:15]=1)=[O:13])([CH3:10])([CH3:9])[CH3:8], predict the reactants needed to synthesize it.